From a dataset of Forward reaction prediction with 1.9M reactions from USPTO patents (1976-2016). Predict the product of the given reaction. Given the reactants [CH3:1][C@@H:2]1[NH:7][CH2:6][CH:5]([C:8]2[CH:13]=[CH:12][CH:11]=[CH:10][N:9]=2)[O:4][CH2:3]1.C(N(CC)CC)C.Cl[C:22]1[N:27]=[C:26]([NH2:28])[C:25]([N+:29]([O-:31])=[O:30])=[CH:24][CH:23]=1, predict the reaction product. The product is: [CH3:1][C@H:2]1[CH2:3][O:4][CH:5]([C:8]2[CH:13]=[CH:12][CH:11]=[CH:10][N:9]=2)[CH2:6][N:7]1[C:22]1[N:27]=[C:26]([NH2:28])[C:25]([N+:29]([O-:31])=[O:30])=[CH:24][CH:23]=1.